Task: Predict the product of the given reaction.. Dataset: Forward reaction prediction with 1.9M reactions from USPTO patents (1976-2016) (1) Given the reactants Cl.[NH:2]1[CH2:7][CH2:6][CH:5]([CH2:8][C:9]([OH:11])=[O:10])[CH2:4][CH2:3]1.C(N(CC)CC)C.Cl[C:20]1[N:25]=[C:24]([O:26][CH3:27])[N:23]=[C:22]([NH:28][C:29]2[CH:34]=[CH:33][C:32]([N:35]3[CH:39]=[C:38]([CH3:40])[N:37]=[CH:36]3)=[C:31]([O:41][CH3:42])[CH:30]=2)[N:21]=1, predict the reaction product. The product is: [CH3:27][O:26][C:24]1[N:23]=[C:22]([NH:28][C:29]2[CH:34]=[CH:33][C:32]([N:35]3[CH:39]=[C:38]([CH3:40])[N:37]=[CH:36]3)=[C:31]([O:41][CH3:42])[CH:30]=2)[N:21]=[C:20]([N:2]2[CH2:7][CH2:6][CH:5]([CH2:8][C:9]([OH:11])=[O:10])[CH2:4][CH2:3]2)[N:25]=1. (2) The product is: [OH:21][C:4]1[CH:3]=[C:14]2[C:20]([CH2:19][N:15]([C:16]3[CH:17]=[C:5]4[C:10](=[CH:9][CH:18]=3)[N:2]([CH3:1])[CH:3]=[CH:4]4)[C:12]2=[O:23])=[CH:10][CH:5]=1. Given the reactants [CH3:1][N:2]1[C:10]2[C:5](=CC(N)=C[CH:9]=2)[CH:4]=[CH:3]1.[CH:12]([N:15]([CH2:19][CH3:20])[CH:16]([CH3:18])[CH3:17])([CH3:14])C.[OH-:21].[Li+].[OH2:23], predict the reaction product. (3) Given the reactants O=P(Cl)(Cl)Cl.CN([CH:9]=[O:10])C.[CH3:11][C:12]1[CH:16]=[CH:15][S:14][C:13]=1[C:17]1[CH:22]=[CH:21][CH:20]=[CH:19][CH:18]=1.C([O-])(=O)C.[Na+], predict the reaction product. The product is: [CH:9]([C:15]1[S:14][C:13]([C:17]2[CH:18]=[CH:19][CH:20]=[CH:21][CH:22]=2)=[C:12]([CH3:11])[CH:16]=1)=[O:10].